Dataset: Full USPTO retrosynthesis dataset with 1.9M reactions from patents (1976-2016). Task: Predict the reactants needed to synthesize the given product. (1) Given the product [Cl:8][C:6]1[N:5]=[CH:4][N:3]=[C:2]([NH:18][C:19]2[CH:24]=[CH:23][C:22]([N:25]3[CH2:30][CH2:29][CH2:28][C@@H:27]([OH:31])[CH2:26]3)=[CH:21][CH:20]=2)[N:7]=1, predict the reactants needed to synthesize it. The reactants are: Cl[C:2]1[N:7]=[C:6]([Cl:8])[N:5]=[CH:4][N:3]=1.C(N(C(C)C)CC)(C)C.[NH2:18][C:19]1[CH:24]=[CH:23][C:22]([N:25]2[CH2:30][CH2:29][CH2:28][C@@H:27]([OH:31])[CH2:26]2)=[CH:21][CH:20]=1. (2) Given the product [ClH:18].[ClH:18].[N:1]1([CH2:7][C@@H:8]2[CH2:17][C:16]3[C:11](=[CH:12][CH:13]=[CH:14][CH:15]=3)[CH2:10][NH:9]2)[CH2:6][CH2:5][O:4][CH2:3][CH2:2]1, predict the reactants needed to synthesize it. The reactants are: [N:1]1([CH2:7][C@@H:8]2[CH2:17][C:16]3[C:11](=[CH:12][CH:13]=[CH:14][CH:15]=3)[CH2:10][NH:9]2)[CH2:6][CH2:5][O:4][CH2:3][CH2:2]1.[ClH:18].C(OCC)C. (3) Given the product [F:27][C:25]([F:26])([F:28])[C:21]1[CH:20]=[C:19]([C:17]2[N:18]=[C:14]([C:11]3([OH:37])[CH2:10][CH2:9][NH:8][CH2:13][CH2:12]3)[NH:15][CH:16]=2)[CH:24]=[CH:23][CH:22]=1, predict the reactants needed to synthesize it. The reactants are: C(OC([N:8]1[CH2:13][CH2:12][C:11]([OH:37])([C:14]2[N:15](COCC[Si](C)(C)C)[CH:16]=[C:17]([C:19]3[CH:24]=[CH:23][CH:22]=[C:21]([C:25]([F:28])([F:27])[F:26])[CH:20]=3)[N:18]=2)[CH2:10][CH2:9]1)=O)(C)(C)C.C(O)C.Cl. (4) Given the product [Cl:15][C:12]1[CH:13]=[CH:14][C:9]([C:7]2[N:27]=[C:25]([CH:24]([C:21]3[CH:20]=[CH:19][C:18]([O:17][CH3:16])=[CH:23][CH:22]=3)[C:28]3[CH:33]=[CH:32][CH:31]=[CH:30][N:29]=3)[S:26][C:2]=2[CH2:3][C:4]([OH:6])=[O:5])=[CH:10][CH:11]=1, predict the reactants needed to synthesize it. The reactants are: Br[CH:2]([C:7]([C:9]1[CH:14]=[CH:13][C:12]([Cl:15])=[CH:11][CH:10]=1)=O)[CH2:3][C:4]([OH:6])=[O:5].[CH3:16][O:17][C:18]1[CH:23]=[CH:22][C:21]([CH:24]([C:28]2[CH:33]=[CH:32][CH:31]=[CH:30][N:29]=2)[C:25]([NH2:27])=[S:26])=[CH:20][CH:19]=1. (5) Given the product [CH2:13]([C:11]1[C:10]([O:15][CH3:16])=[N:9][C:8]([CH3:17])=[C:7]([C:6]2[N:5]=[C:3]([CH3:4])[NH:2][N:21]=2)[CH:12]=1)[CH3:14], predict the reactants needed to synthesize it. The reactants are: C[N:2](C)[C:3](=[N:5][C:6](=O)[C:7]1[CH:12]=[C:11]([CH2:13][CH3:14])[C:10]([O:15][CH3:16])=[N:9][C:8]=1[CH3:17])[CH3:4].O.[NH2:21]N. (6) Given the product [CH3:28][N:26]1[CH:27]=[C:23]([C:19]2[CH:18]=[C:17]3[C:22](=[CH:21][CH:20]=2)[N:13]([C:12]2[C:6]4[CH2:5][N:4]([C:1](=[O:3])[CH3:2])[CH2:9][CH2:8][C:7]=4[N:10]([C@H:36]4[CH2:40][CH2:39][O:38][CH2:37]4)[N:11]=2)[CH2:14][CH2:15][NH:16]3)[CH:24]=[N:25]1, predict the reactants needed to synthesize it. The reactants are: [C:1]([N:4]1[CH2:9][CH2:8][C:7]2[N:10]([C@H:36]3[CH2:40][CH2:39][O:38][CH2:37]3)[N:11]=[C:12]([N:13]3[C:22]4[C:17](=[CH:18][C:19]([C:23]5[CH:24]=[N:25][N:26]([CH3:28])[CH:27]=5)=[CH:20][CH:21]=4)[N:16](C(OC(C)(C)C)=O)[CH2:15][CH2:14]3)[C:6]=2[CH2:5]1)(=[O:3])[CH3:2].Cl. (7) Given the product [CH:21]([CH:15]1[CH2:16][CH2:17][CH:18]([CH3:20])[CH2:19][CH:14]1[N:10]1[C:11](=[O:13])[CH2:12][CH:8]([C:6]([OH:7])=[O:5])[CH2:9]1)([CH3:22])[CH3:23], predict the reactants needed to synthesize it. The reactants are: O.[OH-].[Li+].C[O:5][C:6]([CH:8]1[CH2:12][C:11](=[O:13])[N:10]([CH:14]2[CH2:19][CH:18]([CH3:20])[CH2:17][CH2:16][CH:15]2[CH:21]([CH3:23])[CH3:22])[CH2:9]1)=[O:7]. (8) Given the product [CH3:3][C:4]1[CH:5]=[C:6]([NH:16][C:17]2[N:22]=[C:21]([CH2:23][CH2:24][C:25]3[CH:30]=[CH:29][CH:28]=[CH:27][C:26]=3[CH2:31][C:32]([NH2:34])=[O:33])[C:20]([C:35]([F:38])([F:36])[F:37])=[CH:19][N:18]=2)[CH:7]=[CH:8][C:9]=1[CH:10]1[CH2:15][CH2:14][N:13]([CH3:39])[CH2:12][CH2:11]1, predict the reactants needed to synthesize it. The reactants are: C=O.[CH3:3][C:4]1[CH:5]=[C:6]([NH:16][C:17]2[N:22]=[C:21]([CH2:23][CH2:24][C:25]3[CH:30]=[CH:29][CH:28]=[CH:27][C:26]=3[CH2:31][C:32]([NH2:34])=[O:33])[C:20]([C:35]([F:38])([F:37])[F:36])=[CH:19][N:18]=2)[CH:7]=[CH:8][C:9]=1[CH:10]1[CH2:15][CH2:14][NH:13][CH2:12][CH2:11]1.[C:39](O[BH-](OC(=O)C)OC(=O)C)(=O)C.[Na+]. (9) Given the product [Cl:1][C:2]1[CH:7]=[C:6]2[NH:8][C:9](=[O:36])[C:10]3([CH:15]([C:16]4[CH:21]=[CH:20][CH:19]=[C:18]([Cl:22])[CH:17]=4)[CH2:14][C:13](=[O:23])[N:12]([CH2:24][C:25]([F:39])=[O:26])[CH:11]3[C:28]3[CH:33]=[C:32]([F:34])[CH:31]=[CH:30][C:29]=3[CH3:35])[C:5]2=[CH:4][CH:3]=1, predict the reactants needed to synthesize it. The reactants are: [Cl:1][C:2]1[CH:7]=[C:6]2[NH:8][C:9](=[O:36])[C:10]3([CH:15]([C:16]4[CH:21]=[CH:20][CH:19]=[C:18]([Cl:22])[CH:17]=4)[CH2:14][C:13](=[O:23])[N:12]([CH2:24][C:25](O)=[O:26])[CH:11]3[C:28]3[CH:33]=[C:32]([F:34])[CH:31]=[CH:30][C:29]=3[CH3:35])[C:5]2=[CH:4][CH:3]=1.N1C(F)=NC(F)=NC=1[F:39].N1C=CC=CC=1. (10) Given the product [CH:23]1([C@H:27]([NH:29][C:30]2[N:38]=[C:37]([CH:39]=[O:40])[N:36]=[C:35]3[C:31]=2[N:32]([CH2:50][C:51]2[CH:52]=[CH:53][C:54]([C:57]([F:59])([F:58])[F:60])=[CH:55][CH:56]=2)[C:33]([C:41]2[CH:46]=[C:45]([CH:47]([CH3:49])[CH3:48])[CH:44]=[CH:43][N:42]=2)=[N:34]3)[CH3:28])[CH2:24][CH2:25][CH2:26]1, predict the reactants needed to synthesize it. The reactants are: CC(OI1(OC(C)=O)(OC(C)=O)OC(=O)C2C1=CC=CC=2)=O.[CH:23]1([C@H:27]([NH:29][C:30]2[N:38]=[C:37]([CH2:39][OH:40])[N:36]=[C:35]3[C:31]=2[N:32]([CH2:50][C:51]2[CH:56]=[CH:55][C:54]([C:57]([F:60])([F:59])[F:58])=[CH:53][CH:52]=2)[C:33]([C:41]2[CH:46]=[C:45]([CH:47]([CH3:49])[CH3:48])[CH:44]=[CH:43][N:42]=2)=[N:34]3)[CH3:28])[CH2:26][CH2:25][CH2:24]1.